From a dataset of Forward reaction prediction with 1.9M reactions from USPTO patents (1976-2016). Predict the product of the given reaction. (1) Given the reactants [NH3:1].Br[CH2:3][C:4]1[N:9]([CH2:10][C:11]([OH:13])=[O:12])[C:8](=[O:14])[CH2:7][CH:6]([C:15]2[CH:20]=[CH:19][CH:18]=[C:17]([Cl:21])[CH:16]=2)[C:5]=1[C:22]([O:24]C)=O, predict the reaction product. The product is: [Cl:21][C:17]1[CH:16]=[C:15]([CH:6]2[CH2:7][C:8](=[O:14])[N:9]([CH2:10][C:11]([OH:13])=[O:12])[C:4]3[CH2:3][NH:1][C:22](=[O:24])[C:5]2=3)[CH:20]=[CH:19][CH:18]=1. (2) Given the reactants [C:1]([C:3]([C:10]([O:12][CH2:13][CH3:14])=[O:11])=[CH:4]C1OCCO1)#[N:2].Cl.[NH2:16][NH2:17].[C:18]([O-:21])(=O)[CH3:19].[Na+].C([OH:25])C, predict the reaction product. The product is: [NH2:2][C:1]1[C:3]([C:10]([O:12][CH2:13][CH3:14])=[O:11])=[C:4]([O:25][CH2:19][CH2:18][OH:21])[NH:17][N:16]=1. (3) The product is: [Cl:1][C:2]1[CH:3]=[CH:4][C:5]([N:8]2[C:16]([CH:17]([CH:30]3[CH2:35][CH2:34][CH2:33][CH2:32][CH2:31]3)[CH2:18][O:19][C:20]3[C:27]([CH3:28])=[CH:26][C:23]([C:24]4[N:36]=[N:37][NH:38][N:25]=4)=[CH:22][C:21]=3[CH3:29])=[C:15]3[C:10]([CH:11]=[CH:12][CH:13]=[CH:14]3)=[N:9]2)=[CH:6][CH:7]=1. Given the reactants [Cl:1][C:2]1[CH:7]=[CH:6][C:5]([N:8]2[C:16]([CH:17]([CH:30]3[CH2:35][CH2:34][CH2:33][CH2:32][CH2:31]3)[CH2:18][O:19][C:20]3[C:27]([CH3:28])=[CH:26][C:23]([C:24]#[N:25])=[CH:22][C:21]=3[CH3:29])=[C:15]3[C:10]([CH:11]=[CH:12][CH:13]=[CH:14]3)=[N:9]2)=[CH:4][CH:3]=1.[N-:36]=[N+:37]=[N-:38].[Na+].Cl.C(N(CC)CC)C, predict the reaction product. (4) Given the reactants [CH2:1]([O:8][C:9]1[CH:10]=[C:11]([C:19]2[NH:28][C:22]3=[N:23][CH:24]=[C:25](Br)[CH:26]=[C:21]3[N:20]=2)[CH:12]=[C:13]([O:15][CH:16]([CH3:18])[CH3:17])[CH:14]=1)[C:2]1[CH:7]=[CH:6][CH:5]=[CH:4][CH:3]=1.[C:29]1(B(O)O)[CH:34]=[CH:33][CH:32]=[CH:31][CH:30]=1.C(COC)OC.C(=O)([O-])[O-].[Na+].[Na+], predict the reaction product. The product is: [CH2:1]([O:8][C:9]1[CH:10]=[C:11]([C:19]2[NH:28][C:22]3=[N:23][CH:24]=[C:25]([C:29]4[CH:34]=[CH:33][CH:32]=[CH:31][CH:30]=4)[CH:26]=[C:21]3[N:20]=2)[CH:12]=[C:13]([O:15][CH:16]([CH3:18])[CH3:17])[CH:14]=1)[C:2]1[CH:7]=[CH:6][CH:5]=[CH:4][CH:3]=1. (5) Given the reactants [C:1]([O:5][C:6](=[O:18])[CH2:7][O:8][C:9]1[CH:14]=[CH:13][C:12]([CH2:15][CH3:16])=[CH:11][C:10]=1I)([CH3:4])([CH3:3])[CH3:2].[CH3:19][S:20][C:21]1[CH:26]=[CH:25][C:24](B(O)O)=[CH:23][CH:22]=1, predict the reaction product. The product is: [CH2:15]([C:12]1[CH:13]=[CH:14][C:9]([O:8][CH2:7][C:6]([O:5][C:1]([CH3:4])([CH3:3])[CH3:2])=[O:18])=[C:10]([C:24]2[CH:25]=[CH:26][C:21]([S:20][CH3:19])=[CH:22][CH:23]=2)[CH:11]=1)[CH3:16].